From a dataset of Drug-target binding data from BindingDB patent sources. Regression. Given a target protein amino acid sequence and a drug SMILES string, predict the binding affinity score between them. We predict pAffinity (pAffinity = -log10(affinity in M)). Dataset: bindingdb_patent. (1) The drug is CCOc1ccc(c(CN2CCC3(CN(C(=O)O3)c3ccc(cc3)C(O)=O)CC2)c1)-c1ccc(F)c(F)c1F. The target protein (P35346) has sequence MEPLFPASTPSWNASSPGAASGGGDNRTLVGPAPSAGARAVLVPVLYLLVCAAGLGGNTLVIYVVLRFAKMKTVTNIYILNLAVADVLYMLGLPFLATQNAASFWPFGPVLCRLVMTLDGVNQFTSVFCLTVMSVDRYLAVVHPLSSARWRRPRVAKLASAAAWVLSLCMSLPLLVFADVQEGGTCNASWPEPVGLWGAVFIIYTAVLGFFAPLLVICLCYLLIVVKVRAAGVRVGCVRRRSERKVTRMVLVVVLVFAGCWLPFFTVNIVNLAVALPQEPASAGLYFFVVILSYANSCANPVLYGFLSDNFRQSFQKVLCLRKGSGAKDADATEPRPDRIRQQQEATPPAHRAAANGLMQTSKL. The pAffinity is 9.2. (2) The small molecule is OC[C@H]1O[C@H]([C@H](O)[C@@H]1O)N1CCC(O)NC1=O. The target protein (P32320) has sequence MAQKRPACTLKPECVQQLLVCSQEAKKSAYCPYSHFPVGAALLTQEGRIFKGCNIENACYPLGICAERTAIQKAVSEGYKDFRAIAIASDMQDDFISPCGACRQVMREFGTNWPVYMTKPDGTYIVMTVQELLPSSFGPEDLQKTQ. The pAffinity is 7.0. (3) The drug is CN1C(C2=C(CCNC2=O)N(C1=O)c1cccc(c1)C(F)(F)F)c1ccc(cc1S(C)(=O)=O)C#N. The target protein (P08246) has sequence MTLGRRLACLFLACVLPALLLGGTALASEIVGGRRARPHAWPFMVSLQLRGGHFCGATLIAPNFVMSAAHCVANVNVRAVRVVLGAHNLSRREPTRQVFAVQRIFENGYDPVNLLNDIVILQLNGSATINANVQVAQLPAQGRRLGNGVQCLAMGWGLLGRNRGIASVLQELNVTVVTSLCRRSNVCTLVRGRQAGVCFGDSGSPLVCNGLIHGIASFVRGGCASGLYPDAFAPVAQFVNWIDSIIQRSEDNPCPHPRDPDPASRTH. The pAffinity is 9.0. (4) The drug is COc1cc(OC)cc(c1)C(\O)=C1\C=Cc2ncc(nc2N1CCO)-c1cnn(C)c1. The target protein (P21802) has sequence MVSWGRFICLVVVTMATLSLARPSFSLVEDTTLEPEEPPTKYQISQPEVYVAAPGESLEVRCLLKDAAVISWTKDGVHLGPNNRTVLIGEYLQIKGATPRDSGLYACTASRTVDSETWYFMVNVTDAISSGDDEDDTDGAEDFVSENSNNKRAPYWTNTEKMEKRLHAVPAANTVKFRCPAGGNPMPTMRWLKNGKEFKQEHRIGGYKVRNQHWSLIMESVVPSDKGNYTCVVENEYGSINHTYHLDVVERSPHRPILQAGLPANASTVVGGDVEFVCKVYSDAQPHIQWIKHVEKNGSKYGPDGLPYLKVLKAAGVNTTDKEIEVLYIRNVTFEDAGEYTCLAGNSIGISFHSAWLTVLPAPGREKEITASPDYLEIAIYCIGVFLIACMVVTVILCRMKNTTKKPDFSSQPAVHKLTKRIPLRRQVTVSAESSSSMNSNTPLVRITTRLSSTADTPMLAGVSEYELPEDPKWEFPRDKLTLGKPLGEGCFGQVVMAEA.... The pAffinity is 6.0. (5) The compound is C[C@H]1CN(CCN1c1cc(F)cc(F)c1)C(=O)CCC1(NC(=O)NC1=O)c1cncnc1. The target protein (Q9UNA0) has sequence MLLGWASLLLCAFRLPLAAVGPAATPAQDKAGQPPTAAAAAQPRRRQGEEVQERAEPPGHPHPLAQRRRSKGLVQNIDQLYSGGGKVGYLVYAGGRRFLLDLERDGSVGIAGFVPAGGGTSAPWRHRSHCFYRGTVDGSPRSLAVFDLCGGLDGFFAVKHARYTLKPLLRGPWAEEEKGRVYGDGSARILHVYTREGFSFEALPPRASCETPASTPEAHEHAPAHSNPSGRAALASQLLDQSALSPAGGSGPQTWWRRRRRSISRARQVELLLVADASMARLYGRGLQHYLLTLASIANRLYSHASIENHIRLAVVKVVVLGDKDKSLEVSKNAATTLKNFCKWQHQHNQLGDDHEEHYDAAILFTREDLCGHHSCDTLGMADVGTICSPERSCAVIEDDGLHAAFTVAHEIGHLLGLSHDDSKFCEETFGSTEDKRLMSSILTSIDASKPWSKCTSATITEFLDDGHGNCLLDLPRKQILGPEELPGQTYDATQQCNLT.... The pAffinity is 7.2.